This data is from NCI-60 drug combinations with 297,098 pairs across 59 cell lines. The task is: Regression. Given two drug SMILES strings and cell line genomic features, predict the synergy score measuring deviation from expected non-interaction effect. (1) Cell line: DU-145. Drug 2: CN(CCCl)CCCl.Cl. Drug 1: C1=CC(=CC=C1CCC2=CNC3=C2C(=O)NC(=N3)N)C(=O)NC(CCC(=O)O)C(=O)O. Synergy scores: CSS=22.1, Synergy_ZIP=-4.21, Synergy_Bliss=-1.40, Synergy_Loewe=-0.0365, Synergy_HSA=0.506. (2) Drug 1: C1=C(C(=O)NC(=O)N1)F. Drug 2: CC1=C(C(=O)C2=C(C1=O)N3CC4C(C3(C2COC(=O)N)OC)N4)N. Cell line: HCT-15. Synergy scores: CSS=56.9, Synergy_ZIP=-4.96, Synergy_Bliss=-4.42, Synergy_Loewe=-1.35, Synergy_HSA=1.29.